This data is from Forward reaction prediction with 1.9M reactions from USPTO patents (1976-2016). The task is: Predict the product of the given reaction. (1) Given the reactants [Cl:1][C:2]1[CH:7]=[CH:6][CH:5]=[C:4]([Cl:8])[C:3]=1[NH:9][C:10]1[NH:22][C:21]2[C:16]3[N:17]=[C:18]([CH3:20])[O:19][C:15]=3[C:14]([C:23](O)=[O:24])=[CH:13][C:12]=2[N:11]=1.[F:26][C:27]1[CH:33]=[CH:32][C:30]([NH2:31])=[CH:29][CH:28]=1.[H-].[Na+], predict the reaction product. The product is: [Cl:1][C:2]1[CH:7]=[CH:6][CH:5]=[C:4]([Cl:8])[C:3]=1[NH:9][C:10]1[NH:22][C:21]2[C:16]3[N:17]=[C:18]([CH3:20])[O:19][C:15]=3[C:14]([C:23]([NH:31][C:30]3[CH:32]=[CH:33][C:27]([F:26])=[CH:28][CH:29]=3)=[O:24])=[CH:13][C:12]=2[N:11]=1. (2) Given the reactants [Cl:1][C:2]1[C:11]2[C:6](=[CH:7][CH:8]=[C:9]([S:12]([N:15]3[CH2:19][CH2:18][CH2:17][C@H:16]3[C:20]([O:22]C(C)(C)C)=[O:21])(=[O:14])=[O:13])[CH:10]=2)[C:5]([Cl:27])=[CH:4][N:3]=1.O, predict the reaction product. The product is: [Cl:1][C:2]1[C:11]2[C:6](=[CH:7][CH:8]=[C:9]([S:12]([N:15]3[CH2:19][CH2:18][CH2:17][C@H:16]3[C:20]([OH:22])=[O:21])(=[O:14])=[O:13])[CH:10]=2)[C:5]([Cl:27])=[CH:4][N:3]=1.